Task: Regression. Given a peptide amino acid sequence and an MHC pseudo amino acid sequence, predict their binding affinity value. This is MHC class I binding data.. Dataset: Peptide-MHC class I binding affinity with 185,985 pairs from IEDB/IMGT (1) The peptide sequence is ASLLRRWPK. The MHC is HLA-A80:01 with pseudo-sequence HLA-A80:01. The binding affinity (normalized) is 0.149. (2) The peptide sequence is VLSLIGLKR. The MHC is HLA-A03:01 with pseudo-sequence HLA-A03:01. The binding affinity (normalized) is 0.429.